From a dataset of Forward reaction prediction with 1.9M reactions from USPTO patents (1976-2016). Predict the product of the given reaction. (1) Given the reactants [Br:1][C:2]1[C:7]2[NH:8][CH:9]([CH2:12][OH:13])[CH2:10][O:11][C:6]=2[CH:5]=[C:4]([F:14])[CH:3]=1.[C:15]1([CH3:25])[CH:20]=[CH:19][C:18]([S:21](Cl)(=[O:23])=[O:22])=[CH:17][CH:16]=1.C(N(CC)CC)C, predict the reaction product. The product is: [Br:1][C:2]1[C:7]2[NH:8][CH:9]([CH2:12][O:13][S:21]([C:18]3[CH:19]=[CH:20][C:15]([CH3:25])=[CH:16][CH:17]=3)(=[O:23])=[O:22])[CH2:10][O:11][C:6]=2[CH:5]=[C:4]([F:14])[CH:3]=1. (2) Given the reactants Cl[C:2]([O:4][CH:5]([Cl:7])[CH3:6])=[O:3].ClCCl.[CH3:11][NH:12][CH2:13][C:14]([O:16][CH:17]1[CH2:23][CH2:22][CH2:21][N:20]([C:24](=[O:42])[C:25]2[CH:30]=[CH:29][C:28]([NH:31][C:32](=[O:40])[C:33]3[CH:38]=[CH:37][CH:36]=[CH:35][C:34]=3[CH3:39])=[CH:27][C:26]=2[CH3:41])[C:19]2[CH:43]=[CH:44][C:45]([Cl:47])=[CH:46][C:18]1=2)=[O:15].CN1CCOCC1, predict the reaction product. The product is: [Cl:7][CH:5]([O:4][C:2]([CH2:11][NH:12][CH2:13][C:14]([O:16][CH:17]1[CH2:23][CH2:22][CH2:21][N:20]([C:24](=[O:42])[C:25]2[CH:30]=[CH:29][C:28]([NH:31][C:32](=[O:40])[C:33]3[CH:38]=[CH:37][CH:36]=[CH:35][C:34]=3[CH3:39])=[CH:27][C:26]=2[CH3:41])[C:19]2[CH:43]=[CH:44][C:45]([Cl:47])=[CH:46][C:18]1=2)=[O:15])=[O:3])[CH3:6]. (3) Given the reactants [CH:1]12[CH2:8][CH2:7][CH:4]([CH2:5][CH2:6]1)[C@H:3]([C:9]([O:11][CH2:12][CH3:13])=[O:10])[NH:2]2.C(N(CC)CC)C.[CH3:21][O:22][C:23]1[CH:28]=[CH:27][C:26]([S:29](Cl)(=[O:31])=[O:30])=[CH:25][CH:24]=1, predict the reaction product. The product is: [CH3:21][O:22][C:23]1[CH:24]=[CH:25][C:26]([S:29]([N:2]2[C@@H:3]([C:9]([O:11][CH2:12][CH3:13])=[O:10])[CH:4]3[CH2:5][CH2:6][CH:1]2[CH2:8][CH2:7]3)(=[O:31])=[O:30])=[CH:27][CH:28]=1. (4) Given the reactants [Si:1]([O-:5])([O-:4])([O-:3])[O-:2].[Na+:6].[Na+].[Na+].[Na+].[S:10]([O-:14])([O-:13])(=[O:12])=[O:11].[Al+3].[S:10]([O-:14])([O-:13])(=[O:12])=[O:11].[S:10]([O-:14])([O-:13])(=[O:12])=[O:11].[Al+3], predict the reaction product. The product is: [S:10]([O-:14])([O-:13])(=[O:12])=[O:11].[Na+:6].[Na+:6].[Si:1]([O-:5])([O-:4])([O-:3])[O-:2].[Na+:6].[Na+:6].[Na+:6].[Na+:6]. (5) Given the reactants [CH2:1]([O:3][C:4]([C:6]1[NH:7][N:8]=[C:9]([C:11]([CH3:14])([CH3:13])[CH3:12])[CH:10]=1)=[O:5])[CH3:2].N1C=CC=CC=1.B(O)(O)[C:22]1[CH:23]=[CH:24][C:25]([CH3:28])=[CH:26][CH:27]=1, predict the reaction product. The product is: [CH2:1]([O:3][C:4]([C:6]1[N:7]([C:22]2[CH:27]=[CH:26][C:25]([CH3:28])=[CH:24][CH:23]=2)[N:8]=[C:9]([C:11]([CH3:13])([CH3:12])[CH3:14])[CH:10]=1)=[O:5])[CH3:2].